Dataset: Full USPTO retrosynthesis dataset with 1.9M reactions from patents (1976-2016). Task: Predict the reactants needed to synthesize the given product. (1) Given the product [C:27]([N:30]1[C:35]2[N:36]=[C:37]([C@H:50]([N:52]([CH2:53][C:54]3[N:55]([CH3:60])[N:56]=[C:57]([CH3:59])[CH:58]=3)[C:9](=[O:11])[CH2:8][C:5]3[CH:6]=[CH:7][C:2]([F:1])=[C:3]([C:12]([F:15])([F:14])[F:13])[CH:4]=3)[CH3:51])[N:38]([C:41]3[CH:42]=[CH:43][C:44]([O:47][CH2:48][CH3:49])=[CH:45][CH:46]=3)[C:39](=[O:40])[C:34]=2[CH2:33][CH2:32][CH2:31]1)(=[O:29])[CH3:28], predict the reactants needed to synthesize it. The reactants are: [F:1][C:2]1[CH:7]=[CH:6][C:5]([CH2:8][C:9]([OH:11])=O)=[CH:4][C:3]=1[C:12]([F:15])([F:14])[F:13].C(Cl)(=O)C(Cl)=O.CN(C)C=O.[C:27]([N:30]1[C:35]2[N:36]=[C:37]([C@H:50]([NH:52][CH2:53][C:54]3[N:55]([CH3:60])[N:56]=[C:57]([CH3:59])[CH:58]=3)[CH3:51])[N:38]([C:41]3[CH:46]=[CH:45][C:44]([O:47][CH2:48][CH3:49])=[CH:43][CH:42]=3)[C:39](=[O:40])[C:34]=2[CH2:33][CH2:32][CH2:31]1)(=[O:29])[CH3:28].C(N(CC)CC)C. (2) Given the product [Br:2][C:3]1[N:8]=[C:7]([CH2:9][NH:10][C:18]2[CH2:22][CH2:21][C:20](=[O:23])[CH:19]=2)[CH:6]=[CH:5][CH:4]=1, predict the reactants needed to synthesize it. The reactants are: Cl.[Br:2][C:3]1[N:8]=[C:7]([CH2:9][NH2:10])[CH:6]=[CH:5][CH:4]=1.C(N(CC)CC)C.[C:18]1(=O)[CH2:22][CH2:21][C:20](=[O:23])[CH2:19]1.O.C1(C)C=CC(S(O)(=O)=O)=CC=1. (3) Given the product [C:46]([O:45][C:43]([N:38]1[C@H:37]([C:35]2[NH:34][CH:33]=[C:32]([C:30]#[C:31][C:2]3[CH:3]=[C:4]4[C:9](=[CH:10][CH:11]=3)[CH:8]=[C:7]([C:12]3[N:16]=[C:15]([C@@H:17]5[CH2:22][C@@H:21]6[C@@H:19]([CH2:20]6)[N:18]5[C:23]([O:25][C:26]([CH3:28])([CH3:27])[CH3:29])=[O:24])[NH:14][CH:13]=3)[CH:6]=[CH:5]4)[N:36]=2)[CH2:42][C@@H:41]2[C@H:39]1[CH2:40]2)=[O:44])([CH3:49])([CH3:48])[CH3:47], predict the reactants needed to synthesize it. The reactants are: Br[C:2]1[CH:3]=[C:4]2[C:9](=[CH:10][CH:11]=1)[CH:8]=[C:7]([C:12]1[NH:16][C:15]([C@@H:17]3[CH2:22][C@@H:21]4[C@@H:19]([CH2:20]4)[N:18]3[C:23]([O:25][C:26]([CH3:29])([CH3:28])[CH3:27])=[O:24])=[N:14][CH:13]=1)[CH:6]=[CH:5]2.[C:30]([C:32]1[NH:36][C:35]([C@@H:37]2[CH2:42][C@@H:41]3[C@@H:39]([CH2:40]3)[N:38]2[C:43]([O:45][C:46]([CH3:49])([CH3:48])[CH3:47])=[O:44])=[N:34][CH:33]=1)#[CH:31].C(N(CC)CC)C. (4) The reactants are: NCC1C=C(NC(OCCC2C=CC(C(N[C:26]3[CH:35]=[CH:34][C:33]4[C:28](=[CH:29][CH:30]=C[C:32]=4[N:36](C(OC(C)(C)C)=O)C(OC(C)(C)C)=O)[CH:27]=3)C(O)=O)=CC=2C)=O)C=CC=1.[CH2:52]1CN([P+](ON2N=NC3C=CC=CC2=3)(N2CCCC2)N2CCCC2)C[CH2:53]1.F[P-](F)(F)(F)(F)F.C(O)(C(F)(F)F)=[O:86]. Given the product [CH2:52]([C:27]1[C:28]([CH2:29][CH3:30])=[C:33]([CH:34]=[CH:35][CH:26]=1)[C:32]([NH2:36])=[O:86])[CH3:53], predict the reactants needed to synthesize it. (5) The reactants are: [Cl:1][C:2]1[CH:7]=[N:6][CH:5]=[C:4]([Cl:8])[N:3]=1.[Li+].[Cl-].Br[CH2:12][C:13](=[CH2:19])[C:14]([O:16][CH2:17][CH3:18])=[O:15].C([Cu])#N. Given the product [Cl:1][C:2]1[C:7]([CH2:19][C:13](=[CH2:12])[C:14]([O:16][CH2:17][CH3:18])=[O:15])=[N:6][CH:5]=[C:4]([Cl:8])[N:3]=1, predict the reactants needed to synthesize it. (6) Given the product [OH:27][C:22]1[CH:23]=[C:24]2[C:19](=[CH:20][CH:21]=1)[CH:18]=[C:17]([C:11]1[C:10]3[C:14](=[CH:15][CH:16]=[C:8]([C:6]#[N:7])[CH:9]=3)[NH:13][N:12]=1)[CH:26]=[CH:25]2, predict the reactants needed to synthesize it. The reactants are: Cl.Cl.C(O[C:6]([C:8]1[CH:9]=[C:10]2[C:14](=[CH:15][CH:16]=1)[NH:13][N:12]=[C:11]2[C:17]1[CH:26]=[CH:25][C:24]2[C:19](=[CH:20][CH:21]=[C:22]([O:27]C[C@@H]3CCCN3C)[CH:23]=2)[CH:18]=1)=[NH:7])C.Cl.